Predict the reactants needed to synthesize the given product. From a dataset of Full USPTO retrosynthesis dataset with 1.9M reactions from patents (1976-2016). (1) The reactants are: [CH3:1][O:2][C:3](=[O:27])[C:4]1[CH:9]=[CH:8][C:7]([CH2:10][CH:11]([C:24](O)=[O:25])[C:12]2[CH:17]=[CH:16][C:15]([CH:18]3[CH2:23][CH2:22][CH2:21][CH2:20][CH2:19]3)=[CH:14][CH:13]=2)=[CH:6][CH:5]=1.S(Cl)([Cl:30])=O. Given the product [CH3:1][O:2][C:3](=[O:27])[C:4]1[CH:9]=[CH:8][C:7]([CH2:10][CH:11]([C:24]([Cl:30])=[O:25])[C:12]2[CH:17]=[CH:16][C:15]([CH:18]3[CH2:23][CH2:22][CH2:21][CH2:20][CH2:19]3)=[CH:14][CH:13]=2)=[CH:6][CH:5]=1, predict the reactants needed to synthesize it. (2) Given the product [OH:1][C:2]1[C:11]([OH:12])=[N:10][C:9]2[C:4](=[CH:5][CH:6]=[CH:7][C:8]=2[NH2:13])[N:3]=1, predict the reactants needed to synthesize it. The reactants are: [OH:1][C:2]1[C:11]([OH:12])=[N:10][C:9]2[C:4](=[CH:5][CH:6]=[CH:7][C:8]=2[N+:13]([O-])=O)[N:3]=1.C(=O)([O-])[O-].[K+].[K+].Cl. (3) Given the product [I:5][C:11]1[CH:10]=[N:9][N:8]([CH3:7])[C:12]=1[C:13]1[CH:14]=[CH:15][C:16]([C:19]([F:20])([F:21])[F:22])=[CH:17][CH:18]=1, predict the reactants needed to synthesize it. The reactants are: C(O)(=O)C.[I:5]Cl.[CH3:7][N:8]1[C:12]([C:13]2[CH:18]=[CH:17][C:16]([C:19]([F:22])([F:21])[F:20])=[CH:15][CH:14]=2)=[CH:11][CH:10]=[N:9]1.C([O-])(=O)C.[Na+]. (4) Given the product [CH3:18][C:17]1[CH:16]=[CH:15][C:10]([CH2:9][NH:8][C:6](=[O:7])[NH:3][CH2:2][C:1]2[CH:31]=[CH:30][C:26]([C:27]([OH:29])=[O:28])=[CH:25][CH:24]=2)=[CH:21][CH:20]=1, predict the reactants needed to synthesize it. The reactants are: [CH:1]1N=C[N:3]([C:6]([N:8]2C=N[CH:10]=[CH:9]2)=[O:7])[CH:2]=1.CC1[CH:21]=[CH:20][C:17]([CH2:18]N)=[CH:16][CH:15]=1.NC1[CH:31]=[CH:30][C:26]([C:27]([OH:29])=[O:28])=[CH:25][CH:24]=1. (5) The reactants are: [CH3:1][C:2]1[N:3]([C:8]2[C:9]([C:22]([OH:24])=O)=[N:10][C:11]([C:18]([F:21])([F:20])[F:19])=[C:12]([C:14]([F:17])([F:16])[F:15])[CH:13]=2)[C:4]([CH3:7])=[CH:5][CH:6]=1.Cl.[NH2:26][CH2:27][C:28]([CH3:34])([OH:33])[C:29]([F:32])([F:31])[F:30].CN(C(ON1N=NC2C=CC=NC1=2)=[N+](C)C)C.F[P-](F)(F)(F)(F)F.CCN(CC)CC. Given the product [F:30][C:29]([F:32])([F:31])[C:28]([OH:33])([CH3:34])[CH2:27][NH:26][C:22]([C:9]1[C:8]([N:3]2[C:2]([CH3:1])=[CH:6][CH:5]=[C:4]2[CH3:7])=[CH:13][C:12]([C:14]([F:15])([F:17])[F:16])=[C:11]([C:18]([F:21])([F:19])[F:20])[N:10]=1)=[O:24], predict the reactants needed to synthesize it. (6) Given the product [Br:1][C:2]1[CH:3]=[C:4]2[C:8](=[CH:9][CH:10]=1)[C:7](=[O:11])[N:6]([CH2:12][C:13]([CH3:14])([O:16][C:21](=[O:20])[CH3:22])[CH3:15])[CH2:5]2, predict the reactants needed to synthesize it. The reactants are: [Br:1][C:2]1[CH:3]=[C:4]2[C:8](=[CH:9][CH:10]=1)[C:7](=[O:11])[N:6]([CH2:12][C:13]([OH:16])([CH3:15])[CH3:14])[CH2:5]2.[H-].[Na+].O.[O:20]1CC[CH2:22][CH2:21]1. (7) The reactants are: [Cl:1][C:2]1[CH:7]=[C:6]([Cl:8])[CH:5]=[CH:4][C:3]=1[C:9]1[N:10]=[C:11]([CH2:23][C:24]2[CH:33]=[CH:32][C:31]3[C:26](=[CH:27][CH:28]=[C:29]([O:34][CH3:35])[CH:30]=3)[CH:25]=2)[N:12]([C:14]2[CH:19]=[CH:18][C:17]([N+:20]([O-])=O)=[CH:16][CH:15]=2)[CH:13]=1.Br[CH2:37][C:38]([O:40][CH3:41])=[O:39]. Given the product [CH3:41][O:40][C:38](=[O:39])[CH2:37][NH:20][C:17]1[CH:18]=[CH:19][C:14]([N:12]2[CH:13]=[C:9]([C:3]3[CH:4]=[CH:5][C:6]([Cl:8])=[CH:7][C:2]=3[Cl:1])[N:10]=[C:11]2[CH2:23][C:24]2[CH:33]=[CH:32][C:31]3[C:26](=[CH:27][CH:28]=[C:29]([O:34][CH3:35])[CH:30]=3)[CH:25]=2)=[CH:15][CH:16]=1, predict the reactants needed to synthesize it. (8) Given the product [Br:1][C:2]1[CH:3]=[C:4]([S:21]([Cl:20])(=[O:23])=[O:22])[C:5]2[CH:6]=[CH:7][N:8]=[CH:9][C:10]=2[CH:11]=1, predict the reactants needed to synthesize it. The reactants are: [Br:1][C:2]1[CH:11]=[C:10]2[C:5]([CH:6]=[CH:7][N:8]=[CH:9]2)=[CH:4][CH:3]=1.C([O-])([O-])=O.[Na+].[Na+].[OH-].[Na+].[Cl:20][S:21](O)(=[O:23])=[O:22]. (9) Given the product [CH3:1][O:2][C:3]([C:4]1[C:5]([C:25]2[CH:26]=[CH:27][C:22]([C:21]([F:32])([F:31])[F:20])=[CH:23][CH:24]=2)=[C:6]([F:10])[CH:7]=[CH:8][CH:9]=1)=[O:19], predict the reactants needed to synthesize it. The reactants are: [CH3:1][O:2][C:3](=[O:19])[C:4]1[CH:9]=[CH:8][CH:7]=[C:6]([F:10])[C:5]=1OS(C(F)(F)F)(=O)=O.[F:20][C:21]([F:32])([F:31])[C:22]1[CH:27]=[CH:26][C:25](B(O)O)=[CH:24][CH:23]=1. (10) Given the product [NH2:18][C@@H:11]([CH2:12][N:2]([CH3:3])[CH3:1])[C:4]([O:6][CH3:7])=[O:5], predict the reactants needed to synthesize it. The reactants are: [CH3:1][NH:2][CH3:3].[C:4]([C@:11]([NH2:18])(CBr)[C:12](OC)=O)([O:6][C:7](C)(C)C)=[O:5].